Dataset: Reaction yield outcomes from USPTO patents with 853,638 reactions. Task: Predict the reaction yield, written as a fraction of the theoretical maximum amount of product (1.0 means a 100% yield; for example, 0.34 means a 34% yield). (1) The reactants are Br[C:2]1[CH:7]=[CH:6][C:5]([C:8](=[C:16]2[CH2:23][CH2:22][CH2:21][CH2:20][CH2:19][CH2:18][CH2:17]2)[C:9]2[CH:14]=[CH:13][C:12]([OH:15])=[CH:11][CH:10]=2)=[CH:4][CH:3]=1.[O:24]1[CH:28]=[CH:27][CH:26]=[C:25]1B(O)O.C([O-])([O-])=O.[Na+].[Na+]. The catalyst is Cl[Pd](Cl)([P](C1C=CC=CC=1)(C1C=CC=CC=1)C1C=CC=CC=1)[P](C1C=CC=CC=1)(C1C=CC=CC=1)C1C=CC=CC=1.C1COCC1.O. The product is [C:16]1(=[C:8]([C:5]2[CH:6]=[CH:7][C:2]([C:25]3[O:24][CH:28]=[CH:27][CH:26]=3)=[CH:3][CH:4]=2)[C:9]2[CH:14]=[CH:13][C:12]([OH:15])=[CH:11][CH:10]=2)[CH2:17][CH2:18][CH2:19][CH2:20][CH2:21][CH2:22][CH2:23]1. The yield is 0.760. (2) The reactants are Cl[C:2]1[N:7]=[C:6]([NH:8][C:9]2[CH:10]=[CH:11][C:12]3[O:16][C:15](=[O:17])[NH:14][C:13]=3[CH:18]=2)[C:5]([CH3:19])=[CH:4][N:3]=1.[CH3:20][N:21]1[CH2:26][CH2:25][N:24]([C:27]2[N:32]=[CH:31][C:30]([NH2:33])=[CH:29][CH:28]=2)[CH2:23][CH2:22]1.C(O)(C(F)(F)F)=O. The catalyst is C(O)CC. The product is [O:16]1[C:12]2[CH:11]=[CH:10][C:9]([NH:8][C:6]3[C:5]([CH3:19])=[CH:4][N:3]=[C:2]([NH:33][C:30]4[CH:29]=[CH:28][C:27]([N:24]5[CH2:25][CH2:26][N:21]([CH3:20])[CH2:22][CH2:23]5)=[N:32][CH:31]=4)[N:7]=3)=[CH:18][C:13]=2[NH:14][C:15]1=[O:17]. The yield is 0.530. (3) The reactants are [N:1]1([C:6]2[CH:11]=[CH:10][C:9](/[CH:12]=[CH:13]/[C:14]([C:20]3[CH:25]=[C:24]([Cl:26])[CH:23]=[C:22]([Cl:27])[CH:21]=3)([OH:19])[C:15]([F:18])([F:17])[F:16])=[CH:8][CH:7]=2)[CH:5]=[N:4][CH:3]=[N:2]1.[H-].[Na+].[CH3:30]I. The catalyst is C1COCC1. The product is [Cl:27][C:22]1[CH:21]=[C:20]([C:14]([O:19][CH3:30])([C:15]([F:18])([F:17])[F:16])/[CH:13]=[CH:12]/[C:9]2[CH:10]=[CH:11][C:6]([N:1]3[CH:5]=[N:4][CH:3]=[N:2]3)=[CH:7][CH:8]=2)[CH:25]=[C:24]([Cl:26])[CH:23]=1. The yield is 0.350. (4) The reactants are [C:1]([O:5][C:6]([C:8]1[CH:9]=[C:10]([C:14]2[C:19]([CH3:20])=[CH:18][CH:17]=[CH:16][N+:15]=2[O-])[CH:11]=[CH:12][CH:13]=1)=[O:7])([CH3:4])([CH3:3])[CH3:2].[N:22]1C=CC=CC=1.CS(OS(C)(=O)=O)(=O)=O.C(CN)O. The catalyst is C(#N)C.O. The product is [C:1]([O:5][C:6](=[O:7])[C:8]1[CH:13]=[CH:12][CH:11]=[C:10]([C:14]2[C:19]([CH3:20])=[CH:18][CH:17]=[C:16]([NH2:22])[N:15]=2)[CH:9]=1)([CH3:4])([CH3:3])[CH3:2]. The yield is 0.530. (5) The reactants are O=[C:2]1[CH2:6][CH2:5][CH:4]([CH:7]=[CH2:8])[CH:3]1[C:9]([O:11][CH2:12][CH3:13])=[O:10].C([O-])(=O)C.[NH4+:18]. The catalyst is CO. The product is [NH2:18][C:2]1[CH2:6][CH2:5][CH:4]([CH:7]=[CH2:8])[C:3]=1[C:9]([O:11][CH2:12][CH3:13])=[O:10]. The yield is 0.410. (6) The reactants are [O:1]1[CH2:5][CH2:4][O:3][CH:2]1[C:6]1[CH:7]=[CH:8][C:9]2[O:13][CH:12]=[CH:11][C:10]=2[CH:14]=1.[CH2:15]([Li])CCC.IC.O. The catalyst is C1COCC1.C(OCC)(=O)C. The product is [CH3:15][C:12]1[O:13][C:9]2[CH:8]=[CH:7][C:6]([CH:2]3[O:3][CH2:4][CH2:5][O:1]3)=[CH:14][C:10]=2[CH:11]=1. The yield is 0.700. (7) The yield is 0.240. The catalyst is O1CCCC1. The product is [Cl:22][C:23]1[S:27][C:26]([CH2:28][N:1]2[C:9]3[C:4](=[CH:5][CH:6]=[CH:7][CH:8]=3)[C:3]3([C:13]4=[CH:14][C:15]5[O:19][CH2:18][O:17][C:16]=5[CH:20]=[C:12]4[O:11][CH2:10]3)[C:2]2=[O:21])=[N:25][N:24]=1. The reactants are [NH:1]1[C:9]2[C:4](=[CH:5][CH:6]=[CH:7][CH:8]=2)[C:3]2([C:13]3=[CH:14][C:15]4[O:19][CH2:18][O:17][C:16]=4[CH:20]=[C:12]3[O:11][CH2:10]2)[C:2]1=[O:21].[Cl:22][C:23]1[S:27][C:26]([CH2:28]O)=[N:25][N:24]=1.C(P(CCCC)CCCC)CCC.CN(C)C(N=NC(N(C)C)=O)=O. (8) The reactants are [OH:1][C:2]1[CH:10]=[C:9]([CH3:11])[CH:8]=[CH:7][C:3]=1[C:4]([OH:6])=[O:5].C([O-])([O-])=O.[K+].[K+].[CH2:18](I)[CH3:19].[CH3:21][C:22](C)=O. No catalyst specified. The product is [CH2:21]([O:1][C:2]1[CH:10]=[C:9]([CH3:11])[CH:8]=[CH:7][C:3]=1[C:4]([O:6][CH2:18][CH3:19])=[O:5])[CH3:22]. The yield is 0.850. (9) The reactants are [O:1]1[C:5]([C:6]2[CH:11]=[CH:10][C:9]([NH:12][C:13]3[N:14]=[C:15]([NH:23][CH2:24][CH:25]4[CH2:30][CH2:29][O:28][CH2:27][CH2:26]4)[C:16]4[CH2:22][NH:21][CH2:20][CH2:19][C:17]=4[N:18]=3)=[CH:8][CH:7]=2)=[CH:4][N:3]=[CH:2]1.[C:31](O)(=O)C.C=O. The catalyst is CO. The product is [CH3:31][N:21]1[CH2:20][CH2:19][C:17]2[N:18]=[C:13]([NH:12][C:9]3[CH:8]=[CH:7][C:6]([C:5]4[O:1][CH:2]=[N:3][CH:4]=4)=[CH:11][CH:10]=3)[N:14]=[C:15]([NH:23][CH2:24][CH:25]3[CH2:26][CH2:27][O:28][CH2:29][CH2:30]3)[C:16]=2[CH2:22]1. The yield is 0.158. (10) The reactants are [N+:1]([C:4]1[CH:17]=[CH:16][C:7]([CH2:8][CH:9]([C:13]([NH2:15])=[O:14])[C:10]([NH2:12])=[O:11])=[CH:6][CH:5]=1)([O-])=O. The catalyst is [Pd].C(OCC)(=O)C.C(O)C. The product is [NH2:1][C:4]1[CH:5]=[CH:6][C:7]([CH2:8][CH:9]([C:10]([NH2:12])=[O:11])[C:13]([NH2:15])=[O:14])=[CH:16][CH:17]=1. The yield is 0.490.